Dataset: Full USPTO retrosynthesis dataset with 1.9M reactions from patents (1976-2016). Task: Predict the reactants needed to synthesize the given product. (1) Given the product [O:22]1[C:26]2[CH:27]=[CH:28][CH:29]=[C:30]([O:31][C:32]3[CH:38]=[CH:37][C:35]([NH:36][C:19]4[C:20]5[N:12]([CH2:11][CH2:10][OH:9])[CH:13]=[CH:14][C:15]=5[N:16]=[CH:17][N:18]=4)=[CH:34][C:33]=3[Cl:39])[C:25]=2[CH:24]=[CH:23]1, predict the reactants needed to synthesize it. The reactants are: C([O:9][CH2:10][CH2:11][N:12]1[C:20]2[C:19](Cl)=[N:18][CH:17]=[N:16][C:15]=2[CH:14]=[CH:13]1)(=O)C1C=CC=CC=1.[O:22]1[C:26]2[CH:27]=[CH:28][CH:29]=[C:30]([O:31][C:32]3[CH:38]=[CH:37][C:35]([NH2:36])=[CH:34][C:33]=3[Cl:39])[C:25]=2[CH:24]=[CH:23]1.[OH-].[Na+].[Cl-].[NH4+]. (2) Given the product [ClH:31].[ClH:31].[NH2:8][CH2:9][CH2:10][CH2:11][CH:12]([CH2:17][C:18]1[N:19]=[CH:20][N:21]2[C:30]3[C:25](=[CH:26][CH:27]=[CH:28][CH:29]=3)[CH2:24][CH2:23][C:22]=12)[C:13]([O:15][CH3:16])=[O:14], predict the reactants needed to synthesize it. The reactants are: C(OC([NH:8][CH2:9][CH2:10][CH2:11][CH:12]([CH2:17][C:18]1[N:19]=[CH:20][N:21]2[C:30]3[C:25](=[CH:26][CH:27]=[CH:28][CH:29]=3)[CH2:24][CH2:23][C:22]=12)[C:13]([O:15][CH3:16])=[O:14])=O)(C)(C)C.[ClH:31]. (3) Given the product [ClH:1].[F:2][C:3]1[CH:8]=[CH:7][C:6]([C:9]2([N:12]3[CH2:17][CH2:16][C:15](=[CH:18][C:19]([OH:21])=[O:20])[CH2:14][CH2:13]3)[CH2:11][CH2:10]2)=[CH:5][CH:4]=1, predict the reactants needed to synthesize it. The reactants are: [ClH:1].[F:2][C:3]1[CH:8]=[CH:7][C:6]([C:9]2([N:12]3[CH2:17][CH2:16][C:15](=[CH:18][C:19]([O:21]C(C)(C)C)=[O:20])[CH2:14][CH2:13]3)[CH2:11][CH2:10]2)=[CH:5][CH:4]=1. (4) Given the product [CH3:1][C:2]1[C:7](=[O:8])[CH2:6][C@H:5]([C:9]([CH3:11])=[CH2:10])[CH2:4][CH:3]=1, predict the reactants needed to synthesize it. The reactants are: [CH3:1][C@H:2]1[C:7](=[O:8])[CH2:6][C@H:5]([C:9]([CH3:11])=[CH2:10])[CH2:4][CH2:3]1.C1C(C(C)C)=CC=C(C)C=1O.[OH-].[Mg+2].[OH-].